From a dataset of Peptide-MHC class I binding affinity with 185,985 pairs from IEDB/IMGT. Regression. Given a peptide amino acid sequence and an MHC pseudo amino acid sequence, predict their binding affinity value. This is MHC class I binding data. (1) The peptide sequence is FHKRDMRLL. The MHC is HLA-B35:01 with pseudo-sequence HLA-B35:01. The binding affinity (normalized) is 0.0847. (2) The peptide sequence is NYARTEDFF. The MHC is HLA-A24:02 with pseudo-sequence HLA-A24:02. The binding affinity (normalized) is 0.611.